This data is from Reaction yield outcomes from USPTO patents with 853,638 reactions. The task is: Predict the reaction yield, written as a fraction of the theoretical maximum amount of product (1.0 means a 100% yield; for example, 0.34 means a 34% yield). (1) The reactants are Br[C:2]1[C:3]([C:16]2[CH:21]=[CH:20][CH:19]=[CH:18][CH:17]=2)=[N:4][C:5]2[C:10]([N:11]=1)=[CH:9][C:8]([C:12]([O:14]C)=[O:13])=[CH:7][CH:6]=2.[S:22]1[CH:26]=[CH:25][C:24](B(O)O)=[CH:23]1. No catalyst specified. The product is [C:16]1([C:3]2[C:2]([C:24]3[CH:25]=[CH:26][S:22][CH:23]=3)=[N:11][C:10]3[C:5](=[CH:6][CH:7]=[C:8]([C:12]([OH:14])=[O:13])[CH:9]=3)[N:4]=2)[CH:21]=[CH:20][CH:19]=[CH:18][CH:17]=1. The yield is 0.390. (2) The reactants are [NH2:1][C:2]1[C:7]2[O:8][CH2:9][C:10](=[O:12])[NH:11][C:6]=2[CH:5]=[C:4](Cl)[CH:3]=1.C(N(CC)CC)C. The catalyst is [Pd].CO. The product is [NH2:1][C:2]1[C:7]2[O:8][CH2:9][C:10](=[O:12])[NH:11][C:6]=2[CH:5]=[CH:4][CH:3]=1. The yield is 0.640. (3) The reactants are C([N:4]1[C:12]2[C:7](=[C:8]([C:15]([F:18])([F:17])[F:16])[C:9]([C:13]#[N:14])=[CH:10][CH:11]=2)[CH:6]=[N:5]1)(=O)C.Cl.[OH-].[Na+].CCOC(C)=O. The catalyst is CCO. The product is [F:17][C:15]([F:16])([F:18])[C:8]1[C:9]([C:13]#[N:14])=[CH:10][CH:11]=[C:12]2[C:7]=1[CH:6]=[N:5][NH:4]2. The yield is 0.280.